Task: Predict the reactants needed to synthesize the given product.. Dataset: Full USPTO retrosynthesis dataset with 1.9M reactions from patents (1976-2016) (1) Given the product [Cl:1][CH2:2][CH2:3][CH2:4][CH2:5][N:6]1[C:14]([O:15][CH3:16])=[N:13][C:12]2[C:7]1=[N:8][C:9]([O:18][CH:19]1[CH2:22][CH2:24][CH2:21][CH2:20]1)=[N:10][C:11]=2[NH2:17], predict the reactants needed to synthesize it. The reactants are: [Cl:1][CH2:2][CH2:3][CH2:4][CH2:5][N:6]1[C:14]([O:15][CH3:16])=[N:13][C:12]2[C:7]1=[N:8][C:9]([O:18][C@@H:19]([CH3:22])[CH2:20][CH3:21])=[N:10][C:11]=2[NH2:17].F[C:24](F)(F)C(O)=O.C1(OC2NC(N)=C3C(N=2)=NC(OC)=N3)CCCC1.BrCCCCCl. (2) Given the product [F:2][C:1]([F:3])([C:28]1[CH:33]=[CH:32][C:31]([C:34]([F:37])([F:36])[F:35])=[CH:30][CH:29]=1)[C:4]([F:6])([F:5])[C:7]([F:9])([F:8])[C:10]([F:12])([F:11])[C:13]([F:15])([F:14])[C:16]([F:18])([F:17])[C:19]([F:21])([F:20])[C:22]([F:25])([F:24])[F:23], predict the reactants needed to synthesize it. The reactants are: [C:1](I)([C:4]([C:7]([C:10]([C:13]([C:16]([C:19]([C:22]([F:25])([F:24])[F:23])([F:21])[F:20])([F:18])[F:17])([F:15])[F:14])([F:12])[F:11])([F:9])[F:8])([F:6])[F:5])([F:3])[F:2].I[C:28]1[CH:33]=[CH:32][C:31]([C:34]([F:37])([F:36])[F:35])=[CH:30][CH:29]=1.CS(C)=O.CCOCC. (3) Given the product [C:40]([N:25]1[CH2:26][CH2:27][CH2:28][CH:23]([NH:22][C:19]2[CH:20]=[N:21][C:13]([O:12][C:11]3[CH:29]=[CH:30][C:8]([O:1][C:2]4[CH:3]=[CH:4][CH:5]=[CH:6][CH:7]=4)=[CH:9][CH:10]=3)=[C:14]([CH:18]=2)[C:15]([NH2:17])=[O:16])[CH2:24]1)(=[O:43])[CH:41]=[CH2:42], predict the reactants needed to synthesize it. The reactants are: [O:1]([C:8]1[CH:30]=[CH:29][C:11]([O:12][C:13]2[N:21]=[CH:20][C:19]([NH:22][CH:23]3[CH2:28][CH2:27][CH2:26][NH:25][CH2:24]3)=[CH:18][C:14]=2[C:15]([NH2:17])=[O:16])=[CH:10][CH:9]=1)[C:2]1[CH:7]=[CH:6][CH:5]=[CH:4][CH:3]=1.C(N(CC)C(C)C)(C)C.[C:40](Cl)(=[O:43])[CH:41]=[CH2:42].